Dataset: Catalyst prediction with 721,799 reactions and 888 catalyst types from USPTO. Task: Predict which catalyst facilitates the given reaction. (1) Reactant: Br[CH2:2][C:3]([C:5]1[C:6]([CH3:15])=[C:7]2[C:11](=[CH:12][CH:13]=1)[C:10](=[O:14])[O:9][CH2:8]2)=[O:4].P([O-])([O-])([O-])=O.[K+].[K+].[K+].C1C=[N+]([C@@H]2O[C@H](COP(OP(OC[C@H]3O[C@@H](N4C5N=CN=C(N)C=5N=C4)[C@H](OP(O)(O)=O)[C@@H]3O)(O)=O)(O)=O)[C@@H](O)[C@H]2O)C=C(C(N)=O)C=1.C(N(CC)CC)C.[Na+].[Cl-]. Product: [CH3:15][C:6]1[C:7]2[CH2:8][O:9][C:10](=[O:14])[C:11]=2[CH:12]=[CH:13][C:5]=1[C@@H:3]1[CH2:2][O:4]1. The catalyst class is: 41. (2) Reactant: [CH3:1][O:2][C:3]1[CH:48]=[CH:47][C:6]([C:7]([O:22][CH2:23][C@H:24]2[O:28][C@@H:27]([N:29]3[CH:36]=[CH:35][C:33](=[O:34])[NH:32][C:30]3=[O:31])[C@H:26]([O:37][CH2:38][O:39][CH2:40][O:41][CH2:42][CH2:43][C:44]#[N:45])[C@@H:25]2[OH:46])([C:16]2[CH:21]=[CH:20][CH:19]=[CH:18][CH:17]=2)[C:8]2[CH:13]=[CH:12][C:11]([O:14][CH3:15])=[CH:10][CH:9]=2)=[CH:5][CH:4]=1.[N:49]1C=C[CH:52]=[CH:51][CH:50]=1.N1[C-]=NN=N1.C([NH2+]C(C)C)(C)C.C(CC[O:71][P:72]([N:80]([CH:84]([CH3:86])[CH3:85])[CH:81]([CH3:83])[CH3:82])N(C(C)C)C(C)C)#N. Product: [C:50]([CH2:51][CH2:52][PH:72]([O:46][C@@H:25]1[C@@H:24]([CH2:23][O:22][C:7]([C:16]2[CH:17]=[CH:18][CH:19]=[CH:20][CH:21]=2)([C:8]2[CH:13]=[CH:12][C:11]([O:14][CH3:15])=[CH:10][CH:9]=2)[C:6]2[CH:47]=[CH:48][C:3]([O:2][CH3:1])=[CH:4][CH:5]=2)[O:28][C@@H:27]([N:29]2[CH:36]=[CH:35][C:33](=[O:34])[NH:32][C:30]2=[O:31])[C@@H:26]1[O:37][CH2:38][O:39][CH2:40][O:41][CH2:42][CH2:43][C:44]#[N:45])([N:80]([CH:81]([CH3:82])[CH3:83])[CH:84]([CH3:85])[CH3:86])[OH:71])#[N:49]. The catalyst class is: 245. (3) Reactant: Cl.[NH2:2][OH:3].C([O-])(=O)C.[Na+].[O:9]1[CH2:14][CH2:13][CH2:12][CH2:11][CH:10]1[N:15]1[C:19]2[CH:20]=[CH:21][C:22]([C:24](=O)[CH2:25][CH3:26])=[CH:23][C:18]=2[N:17]=[CH:16]1.O. Product: [O:9]1[CH2:14][CH2:13][CH2:12][CH2:11][CH:10]1[N:15]1[C:19]2[CH:20]=[CH:21][C:22]([C:24](=[N:2][OH:3])[CH2:25][CH3:26])=[CH:23][C:18]=2[N:17]=[CH:16]1. The catalyst class is: 5. (4) Reactant: [F:1][C:2]1([F:21])[CH2:5][N:4]([C:6]2[C:7]([O:15][CH2:16][C:17]([F:20])([F:19])[F:18])=[CH:8][C:9]([C:12](O)=[O:13])=[N:10][CH:11]=2)[CH2:3]1.C1N=CN(C(N2C=NC=C2)=O)C=1.CN(C=O)C.O[N:40]=[C:41]([CH:43]1[CH2:45][CH2:44]1)[NH2:42]. Product: [CH:43]1([C:41]2[N:42]=[C:12]([C:9]3[CH:8]=[C:7]([O:15][CH2:16][C:17]([F:19])([F:20])[F:18])[C:6]([N:4]4[CH2:3][C:2]([F:1])([F:21])[CH2:5]4)=[CH:11][N:10]=3)[O:13][N:40]=2)[CH2:45][CH2:44]1. The catalyst class is: 644. (5) Reactant: [CH3:1][O:2][C:3](=[O:12])[C:4]1[CH:9]=[C:8]([Cl:10])[CH:7]=[CH:6][C:5]=1[OH:11].[N+:13]([O-])([OH:15])=[O:14]. Product: [CH3:1][O:2][C:3](=[O:12])[C:4]1[CH:9]=[C:8]([Cl:10])[CH:7]=[C:6]([N+:13]([O-:15])=[O:14])[C:5]=1[OH:11]. The catalyst class is: 65. (6) The catalyst class is: 2. Reactant: Cl.[NH2:2][C:3]1[C:11]2[C:6](=[CH:7][CH:8]=[CH:9][CH:10]=2)[N:5]([CH2:12][C:13]([O:15][CH2:16][CH3:17])=[O:14])[CH:4]=1.[CH3:18][S:19](Cl)(=[O:21])=[O:20].N1C=CC=CC=1. Product: [CH3:18][S:19]([NH:2][C:3]1[C:11]2[C:6](=[CH:7][CH:8]=[CH:9][CH:10]=2)[N:5]([CH2:12][C:13]([O:15][CH2:16][CH3:17])=[O:14])[CH:4]=1)(=[O:21])=[O:20]. (7) Reactant: [H-].[H-].[H-].[H-].[Li+].[Al+3].[Cl:7][C:8]1[C:13]([CH:14]=[C:15]([N+:17]([O-])=O)[CH3:16])=[CH:12][CH:11]=[CH:10][C:9]=1[O:20][CH3:21].O.[OH-].[Na+]. Product: [Cl:7][C:8]1[C:9]([O:20][CH3:21])=[CH:10][CH:11]=[CH:12][C:13]=1[CH2:14][CH:15]([NH2:17])[CH3:16]. The catalyst class is: 1. (8) Reactant: [CH3:1][O:2][C:3]1[CH:8]=[CH:7][C:6]([C:9]([C:44]2[CH:49]=[CH:48][C:47]([O:50][CH3:51])=[CH:46][CH:45]=2)([C:38]2[CH:43]=[CH:42][CH:41]=[CH:40][CH:39]=2)[NH:10][C:11]2[O:12][C@H:13]([C:34]([F:37])([F:36])[F:35])[CH2:14][C@:15]([C:19]3[CH:24]=[C:23](B4OCC(C)(C)CO4)[CH:22]=[CH:21][C:20]=3[F:33])([CH2:17][F:18])[N:16]=2)=[CH:5][CH:4]=1.Br[C:53]1[CH:54]=[N:55][CH:56]=[C:57]([C:59]2[NH:63][N:62]=[N:61][N:60]=2)[CH:58]=1.C(=O)([O-])[O-].[Cs+].[Cs+]. Product: [NH:63]1[C:59]([C:57]2[CH:58]=[C:53]([C:23]3[CH:22]=[CH:21][C:20]([F:33])=[C:19]([C@:15]4([CH2:17][F:18])[CH2:14][C@@H:13]([C:34]([F:35])([F:36])[F:37])[O:12][C:11]([NH:10][C:9]([C:44]5[CH:49]=[CH:48][C:47]([O:50][CH3:51])=[CH:46][CH:45]=5)([C:6]5[CH:7]=[CH:8][C:3]([O:2][CH3:1])=[CH:4][CH:5]=5)[C:38]5[CH:43]=[CH:42][CH:41]=[CH:40][CH:39]=5)=[N:16]4)[CH:24]=3)[CH:54]=[N:55][CH:56]=2)=[N:60][N:61]=[N:62]1. The catalyst class is: 20. (9) Reactant: [NH2:1][C@@H:2]1[C:10]2[C:5](=[CH:6][CH:7]=[CH:8][CH:9]=2)[CH2:4][C@@H:3]1[OH:11].C(N(CC)CC)C.[CH3:19][C:20]([O:23][C:24](O[C:24]([O:23][C:20]([CH3:22])([CH3:21])[CH3:19])=[O:25])=[O:25])([CH3:22])[CH3:21]. Product: [C:20]([O:23][C:24](=[O:25])[NH:1][C@@H:2]1[C:10]2[C:5](=[CH:6][CH:7]=[CH:8][CH:9]=2)[CH2:4][C@@H:3]1[OH:11])([CH3:22])([CH3:21])[CH3:19]. The catalyst class is: 1.